This data is from Forward reaction prediction with 1.9M reactions from USPTO patents (1976-2016). The task is: Predict the product of the given reaction. (1) Given the reactants [Cl:1][C:2]1[N:3]=[C:4]([C:9]([NH:11][C@H:12]2[CH2:17][CH2:16][N:15]([C:18]3[O:19][C:20]([CH2:30][CH3:31])=[C:21]([C:23]([O:25]CCCC)=[O:24])[N:22]=3)[CH2:14][C@H:13]2[O:32][CH3:33])=[O:10])[NH:5][C:6]=1[CH2:7][CH3:8].[OH-].[Li+].CO, predict the reaction product. The product is: [Cl:1][C:2]1[N:3]=[C:4]([C:9]([NH:11][C@H:12]2[CH2:17][CH2:16][N:15]([C:18]3[O:19][C:20]([CH2:30][CH3:31])=[C:21]([C:23]([OH:25])=[O:24])[N:22]=3)[CH2:14][C@H:13]2[O:32][CH3:33])=[O:10])[NH:5][C:6]=1[CH2:7][CH3:8]. (2) Given the reactants C[O:2][C:3](=[O:33])[CH2:4][NH:5][C:6](=[O:32])[CH2:7][CH2:8][C:9]1[C:14]([CH3:15])=[CH:13][C:12]([C:16]2[O:17][C:18]([C:21]3[S:22][C:23]([CH3:30])=[C:24]([CH2:26][CH:27]([CH3:29])[CH3:28])[CH:25]=3)=[N:19][N:20]=2)=[CH:11][C:10]=1[CH3:31], predict the reaction product. The product is: [CH2:26]([C:24]1[CH:25]=[C:21]([C:18]2[O:17][C:16]([C:12]3[CH:13]=[C:14]([CH3:15])[C:9]([CH2:8][CH2:7][C:6]([NH:5][CH2:4][C:3]([OH:33])=[O:2])=[O:32])=[C:10]([CH3:31])[CH:11]=3)=[N:20][N:19]=2)[S:22][C:23]=1[CH3:30])[CH:27]([CH3:29])[CH3:28]. (3) Given the reactants Cl[C:2]1[N:7]=[C:6]([NH:8][C:9]2[CH:14]=[CH:13][C:12]([O:15][CH2:16][CH3:17])=[CH:11][CH:10]=2)[C:5]([N+:18]([O-:20])=[O:19])=[CH:4][N:3]=1.[N:21]1([CH2:26][CH2:27][N:28]2[CH:32]=[C:31]([NH2:33])[CH:30]=[N:29]2)[CH:25]=[CH:24][CH:23]=[N:22]1.CCN(C(C)C)C(C)C, predict the reaction product. The product is: [N:21]1([CH2:26][CH2:27][N:28]2[CH:32]=[C:31]([NH:33][C:2]3[N:7]=[C:6]([NH:8][C:9]4[CH:14]=[CH:13][C:12]([O:15][CH2:16][CH3:17])=[CH:11][CH:10]=4)[C:5]([N+:18]([O-:20])=[O:19])=[CH:4][N:3]=3)[CH:30]=[N:29]2)[CH:25]=[CH:24][CH:23]=[N:22]1. (4) Given the reactants Cl.[Cl:2][C:3]1[N:10]=[C:9]([Cl:11])[C:8]([F:12])=[CH:7][C:4]=1[C:5]#[N:6], predict the reaction product. The product is: [Cl:2][C:3]1[C:4]([CH2:5][NH2:6])=[CH:7][C:8]([F:12])=[C:9]([Cl:11])[N:10]=1. (5) Given the reactants [N+:1]([C:4]1[CH:13]=[CH:12][CH:11]=[C:10]2[C:5]=1[CH:6]=[CH:7][C:8](Cl)=[N:9]2)([O-])=O.[CH3:15][C:16]1[O:20][C:19]([CH2:21][NH2:22])=[CH:18][CH:17]=1.[F:23][C:24]1[CH:25]=[C:26]([S:30](Cl)(=[O:32])=[O:31])[CH:27]=[CH:28][CH:29]=1, predict the reaction product. The product is: [F:23][C:24]1[CH:25]=[C:26]([S:30]([NH:1][C:4]2[CH:13]=[CH:12][CH:11]=[C:10]3[C:5]=2[CH:6]=[CH:7][C:8]([NH:22][CH2:21][C:19]2[O:20][C:16]([CH3:15])=[CH:17][CH:18]=2)=[N:9]3)(=[O:32])=[O:31])[CH:27]=[CH:28][CH:29]=1. (6) Given the reactants [NH2:1][C:2]1[CH:24]=[CH:23][CH:22]=[CH:21][C:3]=1[NH:4][CH:5]1[CH2:10][CH2:9][N:8]([C:11]([O:13][CH2:14][C:15]2[CH:20]=[CH:19][CH:18]=[CH:17][CH:16]=2)=[O:12])[CH2:7][CH2:6]1.[CH:25](OC)(OC)OC, predict the reaction product. The product is: [C:15]1([CH2:14][O:13][C:11]([N:8]2[CH2:7][CH2:6][CH:5]([N:4]3[C:3]4[CH:21]=[CH:22][CH:23]=[CH:24][C:2]=4[N:1]=[CH:25]3)[CH2:10][CH2:9]2)=[O:12])[CH:16]=[CH:17][CH:18]=[CH:19][CH:20]=1. (7) The product is: [Cl:1][C:2]1[CH:10]=[CH:9][CH:8]=[C:7]([Si:31]([CH3:33])([CH3:32])[CH3:30])[C:3]=1[C:4]([OH:6])=[O:5]. Given the reactants [Cl:1][C:2]1[CH:10]=[CH:9][CH:8]=[CH:7][C:3]=1[C:4]([OH:6])=[O:5].CN(CCN(C)C)C.[Li]C(CC)C.C1CCCCC1.[CH3:30][Si:31](Cl)([CH3:33])[CH3:32].C(O)(=O)CC(CC(O)=O)(C(O)=O)O, predict the reaction product.